From a dataset of Full USPTO retrosynthesis dataset with 1.9M reactions from patents (1976-2016). Predict the reactants needed to synthesize the given product. (1) The reactants are: [F:1][C:2]1[CH:7]=[C:6](B2OC(C)(C)C(C)(C)O2)[CH:5]=[CH:4][C:3]=1[C:17]1[N:18]=[CH:19][C:20]([NH2:23])=[N:21][CH:22]=1.Br[C:25]1[CH:30]=[CH:29][CH:28]=[CH:27][C:26]=1[S:31]([N:34]1[CH2:39][CH2:38][CH:37]([NH:40][C:41](=[O:43])[CH3:42])[CH2:36][CH2:35]1)(=[O:33])=[O:32]. Given the product [NH2:23][C:20]1[N:21]=[CH:22][C:17]([C:3]2[CH:4]=[CH:5][C:6]([C:25]3[CH:30]=[CH:29][CH:28]=[CH:27][C:26]=3[S:31]([N:34]3[CH2:35][CH2:36][CH:37]([NH:40][C:41](=[O:43])[CH3:42])[CH2:38][CH2:39]3)(=[O:32])=[O:33])=[CH:7][C:2]=2[F:1])=[N:18][CH:19]=1, predict the reactants needed to synthesize it. (2) Given the product [C:20]1([CH2:19][O:18][C:16]([N:2]2[C@H:3]([C:11]([OH:13])=[O:12])[CH2:4][C:5]3([CH2:10][CH2:9][O:8][CH2:7][CH2:6]3)[CH2:1]2)=[O:17])[CH:25]=[CH:24][CH:23]=[CH:22][CH:21]=1, predict the reactants needed to synthesize it. The reactants are: [CH2:1]1[C:5]2([CH2:10][CH2:9][O:8][CH2:7][CH2:6]2)[CH2:4][C@@H:3]([C:11]([O:13]CC)=[O:12])[N:2]1[C:16]([O:18][CH2:19][C:20]1[CH:25]=[CH:24][CH:23]=[CH:22][CH:21]=1)=[O:17].O.[OH-].[Li+].Cl. (3) Given the product [CH2:27]([O:26][C:24]([C@@H:12]1[CH2:13][CH:14]([O:16][Si:17]([C:20]([CH3:21])([CH3:22])[CH3:23])([CH3:18])[CH3:19])[CH2:15][C@H:11]1[C:9]([OH:10])=[O:8])=[O:25])[CH3:28], predict the reactants needed to synthesize it. The reactants are: C([Si]([O:8][C:9]([C@@H:11]1[CH2:15][CH:14]([O:16][Si:17]([C:20]([CH3:23])([CH3:22])[CH3:21])([CH3:19])[CH3:18])[CH2:13][C@H:12]1[C:24]([O:26][CH2:27][CH3:28])=[O:25])=[O:10])(C)C)(C)(C)C.C(=O)([O-])[O-].[K+].[K+].